Dataset: Full USPTO retrosynthesis dataset with 1.9M reactions from patents (1976-2016). Task: Predict the reactants needed to synthesize the given product. (1) Given the product [CH3:14][C:15]1[O:5][C:4](=[O:6])[C:3]2[C:7]([N+:11]([O-:13])=[O:12])=[CH:8][CH:9]=[CH:10][C:2]=2[N:1]=1, predict the reactants needed to synthesize it. The reactants are: [NH2:1][C:2]1[CH:10]=[CH:9][CH:8]=[C:7]([N+:11]([O-:13])=[O:12])[C:3]=1[C:4]([OH:6])=[O:5].[C:14](OC(=O)C)(=O)[CH3:15]. (2) Given the product [S:1]1[CH:5]=[CH:4][C:3]2[C:10](=[O:12])[C:9]3[C:8]([C:6](=[O:7])[C:2]1=2)=[CH:16][CH:15]=[CH:14][CH:13]=3, predict the reactants needed to synthesize it. The reactants are: [S:1]1[CH:5]=[CH:4][CH:3]=[C:2]1[C:6]([C:8]1[CH:16]=[CH:15][CH:14]=[CH:13][C:9]=1[C:10]([OH:12])=O)=[O:7].P(Cl)(Cl)(Cl)(Cl)Cl.[Cl-].[Al+3].[Cl-].[Cl-]. (3) Given the product [CH:19]1([N:24]([C:6](=[O:8])[C:5]2[CH:9]=[CH:10][CH:11]=[CH:12][C:4]=2[S:3][CH2:1][CH3:2])[C@H:25]2[CH2:29][CH2:28][N:27]([C:30]([O:32][C:33]([CH3:36])([CH3:35])[CH3:34])=[O:31])[CH2:26]2)[CH2:20][CH2:21][CH2:22][CH2:23]1, predict the reactants needed to synthesize it. The reactants are: [CH2:1]([S:3][C:4]1[CH:12]=[CH:11][CH:10]=[CH:9][C:5]=1[C:6]([OH:8])=O)[CH3:2].C(Cl)(=O)C(Cl)=O.[CH:19]1([NH:24][C@H:25]2[CH2:29][CH2:28][N:27]([C:30]([O:32][C:33]([CH3:36])([CH3:35])[CH3:34])=[O:31])[CH2:26]2)[CH2:23][CH2:22][CH2:21][CH2:20]1.C(N(CC)CC)C. (4) Given the product [ClH:36].[CH3:1][O:2][C:3]1[N:8]=[C:7]([N:9]2[CH:13]=[C:12]([C:14]([NH:16][C:17]3[CH:18]=[CH:19][C:20]([C@@H:23]4[O:28][CH2:27][CH2:26][NH:25][CH2:24]4)=[CH:21][CH:22]=3)=[O:15])[CH:11]=[N:10]2)[CH:6]=[CH:5][CH:4]=1, predict the reactants needed to synthesize it. The reactants are: [CH3:1][O:2][C:3]1[N:8]=[C:7]([N:9]2[CH:13]=[C:12]([C:14]([NH:16][C:17]3[CH:22]=[CH:21][C:20]([C@@H:23]4[O:28][CH2:27][CH2:26][N:25](C(OC(C)(C)C)=O)[CH2:24]4)=[CH:19][CH:18]=3)=[O:15])[CH:11]=[N:10]2)[CH:6]=[CH:5][CH:4]=1.[ClH:36].